From a dataset of Reaction yield outcomes from USPTO patents with 853,638 reactions. Predict the reaction yield, written as a fraction of the theoretical maximum amount of product (1.0 means a 100% yield; for example, 0.34 means a 34% yield). (1) The reactants are [C:1]([C:3]1([CH3:27])[S:7][C:6]([C:8]2[NH:9][C:10]3[C:15]([CH:16]=2)=[CH:14][CH:13]=[CH:12][C:11]=3[N:17]([CH3:26])[S:18]([C:21]2[S:22][CH:23]=[CH:24][CH:25]=2)(=[O:20])=[O:19])=[N:5][CH2:4]1)#[N:2].[OH-].[Na+].[O:30]1CCCC1.C(O)(=O)CC(CC(O)=O)(C(O)=O)O. The catalyst is C(O)C. The product is [CH3:27][C:3]1([C:1]([NH2:2])=[O:30])[S:7][C:6]([C:8]2[NH:9][C:10]3[C:15]([CH:16]=2)=[CH:14][CH:13]=[CH:12][C:11]=3[N:17]([CH3:26])[S:18]([C:21]2[S:22][CH:23]=[CH:24][CH:25]=2)(=[O:20])=[O:19])=[N:5][CH2:4]1. The yield is 0.740. (2) The reactants are [F:1][C:2]([F:7])([F:6])[C:3]([OH:5])=[O:4].[F:8][C:9]([F:14])([F:13])[C:10]([OH:12])=[O:11].FC(F)(F)C(O)=O.[Cl:22][C:23]1[CH:24]=[N:25][C:26]2[NH:27][C:28]3[CH:29]=[N:30][CH:31]=[C:32]([CH:54]=3)[CH2:33][CH2:34][C:35]3[CH:43]=[C:39]([NH:40][C:41]=1[N:42]=2)[CH:38]=[CH:37][C:36]=3[O:44][CH2:45][C:46](=[O:53])[N:47]1[CH2:52][CH2:51][NH:50][CH2:49][CH2:48]1.[C:55]([C:57]1[CH:62]=[CH:61][CH:60]=[CH:59][C:58]=1[S:63](Cl)(=[O:65])=[O:64])#[N:56]. No catalyst specified. The product is [F:1][C:2]([F:7])([F:6])[C:3]([OH:5])=[O:4].[F:8][C:9]([F:14])([F:13])[C:10]([OH:12])=[O:11].[Cl:22][C:23]1[CH:24]=[N:25][C:26]2[NH:27][C:28]3[CH:29]=[N:30][CH:31]=[C:32]([CH:54]=3)[CH2:33][CH2:34][C:35]3[CH:43]=[C:39]([NH:40][C:41]=1[N:42]=2)[CH:38]=[CH:37][C:36]=3[O:44][CH2:45][C:46]([N:47]1[CH2:52][CH2:51][N:50]([S:63]([C:58]2[CH:59]=[CH:60][CH:61]=[CH:62][C:57]=2[C:55]#[N:56])(=[O:65])=[O:64])[CH2:49][CH2:48]1)=[O:53]. The yield is 0.500. (3) The reactants are [CH2:1]([O:8][C:9]1[CH:14]=[C:13]([O:15][CH3:16])[C:12](Br)=[CH:11][C:10]=1[O:18][Si:19]([C:22]([CH3:25])([CH3:24])[CH3:23])([CH3:21])[CH3:20])[C:2]1[CH:7]=[CH:6][CH:5]=[CH:4][CH:3]=1.C([Li])CCC.B(OCC)(OCC)OCC. The catalyst is C1COCC1. The product is [CH2:1]([O:8][C:9]1[C:10]([O:18][Si:19]([C:22]([CH3:23])([CH3:24])[CH3:25])([CH3:20])[CH3:21])=[CH:11][CH:12]=[C:13]([O:15][CH3:16])[CH:14]=1)[C:2]1[CH:3]=[CH:4][CH:5]=[CH:6][CH:7]=1. The yield is 0.690. (4) The reactants are [Br:1][C:2]1[C:3](=[O:10])[NH:4][C:5](=O)[NH:6][C:7]=1[CH3:8].[Cl:11]C1NC(=O)C(C)=C(C)N=1. No catalyst specified. The product is [Br:1][C:2]1[C:3](=[O:10])[NH:4][C:5]([Cl:11])=[N:6][C:7]=1[CH3:8]. The yield is 0.630. (5) The reactants are [CH2:1]([C:3]1[N:8]=[C:7]([CH2:9][CH2:10][CH3:11])[N:6]([CH2:12][C:13]2[CH:18]=[CH:17][C:16]([C:19]3[CH:24]=[CH:23][CH:22]=[CH:21][C:20]=3[C:25]3[NH:29][C:28](=[O:30])[O:27][N:26]=3)=[CH:15][CH:14]=2)[C:5](=[O:31])[C:4]=1[C:32]1[CH:33]=[C:34]2[C:39](=[CH:40][CH:41]=1)[O:38][C:37]([CH3:43])([CH3:42])[CH2:36][CH:35]2[OH:44])[CH3:2].CC(OI1(OC(C)=O)(OC(C)=O)OC(=O)C2C1=CC=CC=2)=O. The catalyst is ClCCl.C(OCC)(=O)C. The product is [CH3:43][C:37]1([CH3:42])[CH2:36][C:35](=[O:44])[C:34]2[C:39](=[CH:40][CH:41]=[C:32]([C:4]3[C:5](=[O:31])[N:6]([CH2:12][C:13]4[CH:18]=[CH:17][C:16]([C:19]5[CH:24]=[CH:23][CH:22]=[CH:21][C:20]=5[C:25]5[NH:29][C:28](=[O:30])[O:27][N:26]=5)=[CH:15][CH:14]=4)[C:7]([CH2:9][CH2:10][CH3:11])=[N:8][C:3]=3[CH2:1][CH3:2])[CH:33]=2)[O:38]1. The yield is 0.810.